From a dataset of Full USPTO retrosynthesis dataset with 1.9M reactions from patents (1976-2016). Predict the reactants needed to synthesize the given product. (1) Given the product [CH3:11][O:10][C:7]1[C:6]2[CH:12]=[C:2]([C:17]#[C:16][CH2:15][CH2:14][N:18]3[CH2:22][CH2:21][O:20][C:19]3=[O:23])[CH:3]=[C:4]([CH3:13])[C:5]=2[O:9][N:8]=1, predict the reactants needed to synthesize it. The reactants are: I[C:2]1[CH:3]=[C:4]([CH3:13])[C:5]2[O:9][N:8]=[C:7]([O:10][CH3:11])[C:6]=2[CH:12]=1.[CH2:14]([N:18]1[CH2:22][CH2:21][O:20][C:19]1=[O:23])[CH2:15][C:16]#[CH:17].C(N(CC)CC)C.O. (2) The reactants are: Cl[CH:2]1[C:11]2[C:6](=[CH:7][CH:8]=[CH:9][C:10]=2[CH3:12])[O:5][CH2:4][CH2:3]1.[NH2:13][C:14]1[C:15]2[N:16]([C:24]([CH3:28])=[C:25]([CH3:27])[N:26]=2)[CH:17]=[C:18]([C:20]([O:22][CH3:23])=[O:21])[CH:19]=1.[I-].[Na+].C(=O)([O-])[O-].[K+].[K+]. Given the product [CH3:27][C:25]1[N:26]=[C:15]2[C:14]([NH:13][CH:2]3[C:11]4[C:6](=[CH:7][CH:8]=[CH:9][C:10]=4[CH3:12])[O:5][CH2:4][CH2:3]3)=[CH:19][C:18]([C:20]([O:22][CH3:23])=[O:21])=[CH:17][N:16]2[C:24]=1[CH3:28], predict the reactants needed to synthesize it. (3) Given the product [N:18]1[CH:23]=[C:22]([C:24]([NH:17][C:14]2([C:12]([O:11][CH2:9][CH3:10])=[O:13])[CH2:16][CH2:15]2)=[O:25])[CH:21]=[N:20][CH:19]=1, predict the reactants needed to synthesize it. The reactants are: C(N(CC)CC)C.[Cl-].[CH2:9]([O:11][C:12]([C:14]1([NH3+:17])[CH2:16][CH2:15]1)=[O:13])[CH3:10].[N:18]1[CH:23]=[C:22]([C:24](O)=[O:25])[CH:21]=[N:20][CH:19]=1.C(Cl)CCl.C1C=NC2N(O)N=NC=2C=1. (4) Given the product [CH3:1][C:2]1[O:6][C:5]([CH2:7][CH2:8][C@@:9]2([C:33]3[CH:38]=[CH:37][CH:36]=[CH:35][CH:34]=3)[O:14][C:13](=[O:15])[N:12]([C@H:16]([C:18]3[CH:19]=[CH:20][C:21]([C:40]4[CH:41]=[N:42][C:43]([CH3:46])=[N:44][CH:45]=4)=[CH:22][CH:23]=3)[CH3:17])[CH2:11][CH2:10]2)=[N:4][N:3]=1, predict the reactants needed to synthesize it. The reactants are: [CH3:1][C:2]1[O:6][C:5]([CH2:7][CH2:8][C@@:9]2([C:33]3[CH:38]=[CH:37][CH:36]=[CH:35][CH:34]=3)[O:14][C:13](=[O:15])[N:12]([C@H:16]([C:18]3[CH:23]=[CH:22][C:21](B4OC(C)(C)C(C)(C)O4)=[CH:20][CH:19]=3)[CH3:17])[CH2:11][CH2:10]2)=[N:4][N:3]=1.Br[C:40]1[CH:41]=[N:42][C:43]([CH3:46])=[N:44][CH:45]=1. (5) Given the product [NH:3]1[C:4]2[CH:10]=[CH:9][CH:8]=[CH:7][C:5]=2[N:6]=[C:2]1[N:25]1[CH2:24][CH2:23][C:21]2([O:20][C:19](=[O:28])[N:18]([C:12]3[CH:17]=[CH:16][CH:15]=[CH:14][CH:13]=3)[CH2:22]2)[CH2:27][CH2:26]1, predict the reactants needed to synthesize it. The reactants are: Cl[C:2]1[NH:6][C:5]2[CH:7]=[CH:8][CH:9]=[CH:10][C:4]=2[N:3]=1.Br.[C:12]1([N:18]2[CH2:22][C:21]3([CH2:27][CH2:26][NH:25][CH2:24][CH2:23]3)[O:20][C:19]2=[O:28])[CH:17]=[CH:16][CH:15]=[CH:14][CH:13]=1.CCN(C(C)C)C(C)C. (6) Given the product [N:6]12[CH2:11][CH2:10][CH:9]([CH2:8][CH2:7]1)[C@@H:4]([NH:3][CH2:15][CH2:16][CH2:17][N:18]1[C:26]3[C:21](=[CH:22][CH:23]=[CH:24][C:25]=3[C:27]([O:29][CH3:30])=[O:28])[CH:20]=[CH:19]1)[CH2:5]2, predict the reactants needed to synthesize it. The reactants are: Cl.Cl.[NH2:3][C@@H:4]1[CH:9]2[CH2:10][CH2:11][N:6]([CH2:7][CH2:8]2)[CH2:5]1.[H-].[Na+].O=[CH:15][CH2:16][CH2:17][N:18]1[C:26]2[C:21](=[CH:22][CH:23]=[CH:24][C:25]=2[C:27]([O:29][CH3:30])=[O:28])[CH:20]=[CH:19]1.C(O[BH-](OC(=O)C)OC(=O)C)(=O)C.[Na+]. (7) Given the product [F:1][C:2]1[C:26]([OH:27])=[CH:25][C:5]2[N:6]=[C:7]([N:18]3[CH2:19][CH2:20][N:21]([CH3:24])[CH2:22][CH2:23]3)[C:8]3[C:13]4[CH:14]=[CH:15][CH:16]=[CH:17][C:12]=4[S:11][C:9]=3[NH:10][C:4]=2[CH:3]=1, predict the reactants needed to synthesize it. The reactants are: [F:1][C:2]1[C:26]([O:27]C)=[CH:25][C:5]2[N:6]=[C:7]([N:18]3[CH2:23][CH2:22][N:21]([CH3:24])[CH2:20][CH2:19]3)[C:8]3[C:13]4[CH:14]=[CH:15][CH:16]=[CH:17][C:12]=4[S:11][C:9]=3[NH:10][C:4]=2[CH:3]=1.C(S)(S)C.[Cl-].[Al+3].[Cl-].[Cl-].